Dataset: Forward reaction prediction with 1.9M reactions from USPTO patents (1976-2016). Task: Predict the product of the given reaction. Given the reactants Br[C:2]1[N:3]([CH:18]2[CH2:23][CH2:22][CH2:21][CH2:20][O:19]2)[C:4]2[C:9]([N:10]=1)=[C:8]([NH2:11])[N:7]=[C:6]([O:12][CH2:13][CH2:14][CH:15]1[CH2:17][CH2:16]1)[N:5]=2.[CH3:24][O-:25].[Na+], predict the reaction product. The product is: [CH:15]1([CH2:14][CH2:13][O:12][C:6]2[N:5]=[C:4]3[C:9]([N:10]=[C:2]([O:25][CH3:24])[N:3]3[CH:18]3[CH2:23][CH2:22][CH2:21][CH2:20][O:19]3)=[C:8]([NH2:11])[N:7]=2)[CH2:17][CH2:16]1.